This data is from Full USPTO retrosynthesis dataset with 1.9M reactions from patents (1976-2016). The task is: Predict the reactants needed to synthesize the given product. (1) Given the product [C:1]([O:5][C:6]([NH:8][CH2:9][C@H:10]1[CH2:15][CH2:14][C@H:13]([C:16]([NH:18][C@H:19]([C:37](=[O:50])[NH:38][C:39]2[CH:40]=[CH:41][C:42]([C:45]3[N:46]=[N:47][NH:48][N:49]=3)=[CH:43][CH:44]=2)[CH2:20][C:21]2[CH:22]=[CH:23][C:24]([C:27]3[CH:32]=[C:31]([CH3:33])[CH:30]=[C:29]([C:34]([NH:51][CH:52]4[CH2:53][CH2:54][N:55]([C:58]([O:60][C:61]([CH3:64])([CH3:63])[CH3:62])=[O:59])[CH2:56][CH2:57]4)=[O:35])[CH:28]=3)=[CH:25][CH:26]=2)=[O:17])[CH2:12][CH2:11]1)=[O:7])([CH3:4])([CH3:2])[CH3:3], predict the reactants needed to synthesize it. The reactants are: [C:1]([O:5][C:6]([NH:8][CH2:9][C@H:10]1[CH2:15][CH2:14][C@H:13]([C:16]([NH:18][C@H:19]([C:37](=[O:50])[NH:38][C:39]2[CH:44]=[CH:43][C:42]([C:45]3[N:46]=[N:47][NH:48][N:49]=3)=[CH:41][CH:40]=2)[CH2:20][C:21]2[CH:26]=[CH:25][C:24]([C:27]3[CH:32]=[C:31]([CH3:33])[CH:30]=[C:29]([C:34](O)=[O:35])[CH:28]=3)=[CH:23][CH:22]=2)=[O:17])[CH2:12][CH2:11]1)=[O:7])([CH3:4])([CH3:3])[CH3:2].[NH2:51][CH:52]1[CH2:57][CH2:56][N:55]([C:58]([O:60][C:61]([CH3:64])([CH3:63])[CH3:62])=[O:59])[CH2:54][CH2:53]1.C(N(CC)C(C)C)(C)C.F[P-](F)(F)(F)(F)F.CN(C(N(C)C)=[N+]1C2C(=NC=CC=2)[N+]([O-])=N1)C. (2) Given the product [OH:19][CH2:18][C:2]1([CH3:1])[CH2:17][CH2:16][CH2:15][C:4]2([O:8][C:7](=[O:9])[N:6]([CH2:10][C:11]([CH3:13])([CH3:14])[CH3:12])[CH2:5]2)[CH2:3]1, predict the reactants needed to synthesize it. The reactants are: [CH3:1][C:2]1([CH:18]=[O:19])[CH2:17][CH2:16][CH2:15][C:4]2([O:8][C:7](=[O:9])[N:6]([CH2:10][C:11]([CH3:14])([CH3:13])[CH3:12])[CH2:5]2)[CH2:3]1.CO.[BH4-].[Na+].